From a dataset of NCI-60 drug combinations with 297,098 pairs across 59 cell lines. Regression. Given two drug SMILES strings and cell line genomic features, predict the synergy score measuring deviation from expected non-interaction effect. (1) Drug 1: C1=C(C(=O)NC(=O)N1)F. Drug 2: C1=CC=C(C(=C1)C(C2=CC=C(C=C2)Cl)C(Cl)Cl)Cl. Cell line: NCIH23. Synergy scores: CSS=43.5, Synergy_ZIP=-3.29, Synergy_Bliss=-6.45, Synergy_Loewe=-10.4, Synergy_HSA=-5.98. (2) Drug 1: COC1=C2C(=CC3=C1OC=C3)C=CC(=O)O2. Drug 2: COCCOC1=C(C=C2C(=C1)C(=NC=N2)NC3=CC=CC(=C3)C#C)OCCOC.Cl. Cell line: NCI-H460. Synergy scores: CSS=-1.46, Synergy_ZIP=0.612, Synergy_Bliss=0.0517, Synergy_Loewe=-3.18, Synergy_HSA=-2.26. (3) Drug 1: C1CN1C2=NC(=NC(=N2)N3CC3)N4CC4. Drug 2: C#CCC(CC1=CN=C2C(=N1)C(=NC(=N2)N)N)C3=CC=C(C=C3)C(=O)NC(CCC(=O)O)C(=O)O. Cell line: U251. Synergy scores: CSS=28.2, Synergy_ZIP=0.282, Synergy_Bliss=-0.854, Synergy_Loewe=-1.35, Synergy_HSA=-1.34. (4) Drug 1: CC1OCC2C(O1)C(C(C(O2)OC3C4COC(=O)C4C(C5=CC6=C(C=C35)OCO6)C7=CC(=C(C(=C7)OC)O)OC)O)O. Drug 2: C(CCl)NC(=O)N(CCCl)N=O. Cell line: MOLT-4. Synergy scores: CSS=50.8, Synergy_ZIP=-2.41, Synergy_Bliss=-4.55, Synergy_Loewe=-29.0, Synergy_HSA=-3.23.